This data is from Catalyst prediction with 721,799 reactions and 888 catalyst types from USPTO. The task is: Predict which catalyst facilitates the given reaction. (1) Reactant: [ClH:1].[CH:2]([O:5][C:6]([N:8]1[CH2:13][CH2:12][CH:11]([N:14]2[C:18]3=[N:19][CH:20]=[N:21][C:22]([O:23][C:24]4[C:25]([CH3:30])=[N:26][CH:27]=[CH:28][CH:29]=4)=[C:17]3[CH:16]=[N:15]2)[CH2:10][CH2:9]1)=[O:7])([CH3:4])[CH3:3]. Product: [ClH:1].[CH:2]([O:5][C:6]([N:8]1[CH2:9][CH2:10][CH:11]([N:14]2[C:18]3=[N:19][CH:20]=[N:21][C:22]([O:23][C:24]4[C:25]([CH3:30])=[N:26][CH:27]=[CH:28][CH:29]=4)=[C:17]3[CH:16]=[N:15]2)[CH2:12][CH2:13]1)=[O:7])([CH3:4])[CH3:3]. The catalyst class is: 28. (2) Reactant: Cl.[CH3:2][NH:3][CH3:4].[CH2:5]=O.Cl.[C:8]1(=[O:14])[CH2:13][CH2:12][CH2:11][CH2:10][CH2:9]1. Product: [CH3:2][N:3]([CH2:5][CH:9]1[CH2:10][CH2:11][CH2:12][CH2:13][C:8]1=[O:14])[CH3:4]. The catalyst class is: 8. (3) Product: [Cl:2][C:3]1[CH:8]=[CH:7][N:6]=[C:5]([NH2:9])[C:4]=1[I:17]. Reactant: Br.[Cl:2][C:3]1[CH:8]=[CH:7][N:6]=[C:5]([NH:9]C(=O)OC(C)(C)C)[C:4]=1[I:17].[OH-].[Na+]. The catalyst class is: 6. (4) Reactant: [F:1][C:2]1[CH:3]=[CH:4][CH:5]=[C:6]2[C:11]=1[NH:10][C:9](=[O:12])[N:8]([CH:13]1[CH2:18][CH2:17][N:16]([C:19]([O:21][C@H:22]([CH2:37][C:38]3[CH:46]=[C:45]([CH3:47])[C:44]4[C:40](=[CH:41][N:42](COCC[Si](C)(C)C)[N:43]=4)[CH:39]=3)[C:23](=[O:36])[N:24]3[CH2:29][CH2:28][CH:27]([N:30]4[CH2:35][CH2:34][CH2:33][CH2:32][CH2:31]4)[CH2:26][CH2:25]3)=[O:20])[CH2:15][CH2:14]1)[CH2:7]2. Product: [F:1][C:2]1[CH:3]=[CH:4][CH:5]=[C:6]2[C:11]=1[NH:10][C:9](=[O:12])[N:8]([CH:13]1[CH2:18][CH2:17][N:16]([C:19]([O:21][C@H:22]([CH2:37][C:38]3[CH:39]=[C:40]4[C:44](=[C:45]([CH3:47])[CH:46]=3)[NH:43][N:42]=[CH:41]4)[C:23](=[O:36])[N:24]3[CH2:29][CH2:28][CH:27]([N:30]4[CH2:35][CH2:34][CH2:33][CH2:32][CH2:31]4)[CH2:26][CH2:25]3)=[O:20])[CH2:15][CH2:14]1)[CH2:7]2. The catalyst class is: 55. (5) Reactant: [C:1]([OH:4])(=[O:3])[CH3:2].[CH:5]1([CH2:8][O:9][C:10]2[CH:11]=C([CH:15]=[CH:16][C:17]=2[O:18][CH:19]([F:21])[F:20])C=O)[CH2:7][CH2:6]1.S(=O)(=O)(O)N.Cl([O-])=O.[Na+]. Product: [CH:5]1([CH2:8][O:9][C:10]2[CH:11]=[C:2]([CH:15]=[CH:16][C:17]=2[O:18][CH:19]([F:20])[F:21])[C:1]([OH:4])=[O:3])[CH2:6][CH2:7]1. The catalyst class is: 6. (6) Reactant: COC1C=CC(P2(SP(C3C=CC(OC)=CC=3)(=S)S2)=[S:10])=CC=1.[Cl:23][C:24]1[CH:25]=[C:26]([C@@H:31]2[CH2:40][CH2:39][C@H:38]([NH:41][CH3:42])[C:37]3[CH:36]=[C:35]([C:43]([NH2:45])=O)[CH:34]=[CH:33][C:32]2=3)[CH:27]=[CH:28][C:29]=1[Cl:30]. Product: [Cl:23][C:24]1[CH:25]=[C:26]([C@@H:31]2[CH2:40][CH2:39][C@H:38]([NH:41][CH3:42])[C:37]3[CH:36]=[C:35]([C:43](=[S:10])[NH2:45])[CH:34]=[CH:33][C:32]2=3)[CH:27]=[CH:28][C:29]=1[Cl:30]. The catalyst class is: 20.